From a dataset of Full USPTO retrosynthesis dataset with 1.9M reactions from patents (1976-2016). Predict the reactants needed to synthesize the given product. Given the product [C:17]([C:16]1[CH:19]=[CH:20][C:13]([C:1]2[CH:6]=[CH:5][CH:4]=[CH:3][CH:2]=2)=[CH:14][CH:15]=1)#[N:18], predict the reactants needed to synthesize it. The reactants are: [C:1]1(B(O)O)[CH:6]=[CH:5][CH:4]=[CH:3][CH:2]=1.[F-].[K+].Cl[C:13]1[CH:20]=[CH:19][C:16]([C:17]#[N:18])=[CH:15][CH:14]=1.